Dataset: Peptide-MHC class I binding affinity with 185,985 pairs from IEDB/IMGT. Task: Regression. Given a peptide amino acid sequence and an MHC pseudo amino acid sequence, predict their binding affinity value. This is MHC class I binding data. (1) The peptide sequence is EIKFNDITF. The MHC is HLA-A02:01 with pseudo-sequence HLA-A02:01. The binding affinity (normalized) is 0.0847. (2) The peptide sequence is DEGFHAATV. The MHC is HLA-A03:01 with pseudo-sequence HLA-A03:01. The binding affinity (normalized) is 0.0847.